This data is from Reaction yield outcomes from USPTO patents with 853,638 reactions. The task is: Predict the reaction yield, written as a fraction of the theoretical maximum amount of product (1.0 means a 100% yield; for example, 0.34 means a 34% yield). (1) The reactants are [CH2:1]([NH:8][C:9]([N:11]1[CH2:20][CH2:19][C:18]2[N:17]=[C:16]([C:21](OC)=[O:22])[CH:15]=[CH:14][C:13]=2[CH2:12]1)=[O:10])[C:2]1[CH:7]=[CH:6][CH:5]=[CH:4][CH:3]=1.[K].[NH2:26][OH:27].C(O)(=O)C. The catalyst is CO. The product is [CH2:1]([NH:8][C:9]([N:11]1[CH2:20][CH2:19][C:18]2[N:17]=[C:16]([C:21]([NH:26][OH:27])=[O:22])[CH:15]=[CH:14][C:13]=2[CH2:12]1)=[O:10])[C:2]1[CH:3]=[CH:4][CH:5]=[CH:6][CH:7]=1. The yield is 0.360. (2) The yield is 0.350. The catalyst is C1(C)C=CC=CC=1. The product is [NH2:18][C:17]1[C:12]([O:11][CH3:10])=[CH:13][CH:14]=[CH:15][C:16]=1[C:21]([NH:5][C:4]1[CH:6]=[CH:7][CH:8]=[C:2]([Br:1])[C:3]=1[CH3:9])=[O:20]. The reactants are [Br:1][C:2]1[C:3]([CH3:9])=[C:4]([CH:6]=[CH:7][CH:8]=1)[NH2:5].[CH3:10][O:11][C:12]1[C:17]2[NH:18]C(=O)[O:20][C:21](=O)[C:16]=2[CH:15]=[CH:14][CH:13]=1.C[Al](C)C.Cl. (3) The reactants are [H-].[Na+].[N+:3]([C:6]1[CH:14]=[CH:13][CH:12]=[C:11]2[C:7]=1[CH:8]=[N:9][NH:10]2)([O-:5])=[O:4].[CH2:15](I)[CH3:16]. The catalyst is CN(C)C=O. The product is [CH2:15]([N:10]1[C:11]2[C:7](=[C:6]([N+:3]([O-:5])=[O:4])[CH:14]=[CH:13][CH:12]=2)[CH:8]=[N:9]1)[CH3:16]. The yield is 0.370. (4) The reactants are [CH3:1][S:2]([C:5]1[CH:10]=[CH:9][C:8]([C:11]2[N:15]3[CH:16]=[N:17][C:18]4[N:22](COCC[Si](C)(C)C)[CH:21]=[CH:20][C:19]=4[C:14]3=[N:13][N:12]=2)=[CH:7][CH:6]=1)(=[O:4])=[O:3].C(O)(C(F)(F)F)=O.[NH4+].[OH-]. The catalyst is C(Cl)Cl. The yield is 0.760. The product is [CH3:1][S:2]([C:5]1[CH:6]=[CH:7][C:8]([C:11]2[N:15]3[CH:16]=[N:17][C:18]4[NH:22][CH:21]=[CH:20][C:19]=4[C:14]3=[N:13][N:12]=2)=[CH:9][CH:10]=1)(=[O:3])=[O:4]. (5) The yield is 0.700. The catalyst is C(OCC)(=O)C. The reactants are [O:1]1[C:5]2[CH:6]=[CH:7][CH:8]=[CH:9][C:4]=2[C:3]([N:10]2[CH2:15][CH2:14][N:13]([CH2:16][CH2:17][C:18]3[CH:19]=[C:20]4[C:24](=[CH:25][CH:26]=3)[C:23]([CH3:28])([CH3:27])[CH:22]([NH:29][C:30](=[O:32])[CH3:31])[C:21]4([CH3:34])[CH3:33])[CH2:12][CH2:11]2)=[N:2]1.[CH3:35][S:36]([OH:39])(=[O:38])=[O:37]. The product is [CH3:35][S:36]([OH:39])(=[O:38])=[O:37].[O:1]1[C:5]2[CH:6]=[CH:7][CH:8]=[CH:9][C:4]=2[C:3]([N:10]2[CH2:15][CH2:14][N:13]([CH2:16][CH2:17][C:18]3[CH:19]=[C:20]4[C:24](=[CH:25][CH:26]=3)[C:23]([CH3:28])([CH3:27])[CH:22]([NH:29][C:30](=[O:32])[CH3:31])[C:21]4([CH3:34])[CH3:33])[CH2:12][CH2:11]2)=[N:2]1. (6) The catalyst is C(O)(C)C.O. The product is [CH3:9][C:7]([O:10][C:11]1[CH:12]=[CH:13][C:14]([C:17]([C:19]2[CH:24]=[CH:23][C:22]([Cl:25])=[CH:21][CH:20]=2)=[O:18])=[CH:15][CH:16]=1)([C:5]([OH:6])=[O:4])[CH3:8]. The yield is 0.966. The reactants are CC([O:4][C:5]([C:7]([O:10][C:11]1[CH:12]=[CH:13][C:14]([C:17]([C:19]2[CH:20]=[CH:21][C:22]([Cl:25])=[CH:23][CH:24]=2)=[O:18])=[CH:15][CH:16]=1)([CH3:9])[CH3:8])=[O:6])C.[OH-].[Na+].Cl. (7) The reactants are [CH2:1]([O:8][C:9]1[C:17]([F:18])=[C:16]2[C:12]([CH2:13][N:14]([CH2:20][C@H:21]3[CH2:26][CH2:25][C@H:24]([C:27](O)=[O:28])[CH2:23][CH2:22]3)[C:15]2=[O:19])=[CH:11][CH:10]=1)[C:2]1[CH:7]=[CH:6][CH:5]=[CH:4][CH:3]=1.B.C1COCC1.O.Cl. The catalyst is C1COCC1. The product is [CH2:1]([O:8][C:9]1[C:17]([F:18])=[C:16]2[C:12]([CH2:13][N:14]([CH2:20][C@H:21]3[CH2:26][CH2:25][C@H:24]([CH2:27][OH:28])[CH2:23][CH2:22]3)[C:15]2=[O:19])=[CH:11][CH:10]=1)[C:2]1[CH:7]=[CH:6][CH:5]=[CH:4][CH:3]=1. The yield is 0.950. (8) The product is [O:1]=[C:2]1[C:11]2[C:6](=[CH:7][CH:8]=[C:9]([NH:12][C:13](=[O:34])[O:14][CH2:15][C@H:16]([OH:26])[CH2:17][OH:18])[CH:10]=2)[CH:5]=[C:4]([C:35]2[CH:40]=[CH:39][CH:38]=[CH:37][C:36]=2[C:41]([F:43])([F:42])[F:44])[NH:3]1. The catalyst is C(O)C.[OH-].[Pd+2].[OH-]. The reactants are [O:1]=[C:2]1[C:11]2[C:6](=[CH:7][CH:8]=[C:9]([NH:12][C:13](=[O:34])[O:14][CH2:15][C@H:16]([O:26]CC3C=CC=CC=3)[CH2:17][O:18]CC3C=CC=CC=3)[CH:10]=2)[CH:5]=[C:4]([C:35]2[CH:40]=[CH:39][CH:38]=[CH:37][C:36]=2[C:41]([F:44])([F:43])[F:42])[NH:3]1.C(O)(=O)C. The yield is 1.00. (9) The reactants are [OH:1][CH:2]1[CH2:7][CH2:6][N:5]([C:8]([O:10][C:11]([CH3:14])([CH3:13])[CH3:12])=[O:9])[C:4](=[O:15])[CH2:3]1.C(N(CC)CC)C.[CH3:23][S:24](Cl)(=[O:26])=[O:25]. The catalyst is ClCCl.CN(C)C1C=CN=CC=1. The product is [CH3:23][S:24]([O:1][CH:2]1[CH2:7][CH2:6][N:5]([C:8]([O:10][C:11]([CH3:12])([CH3:14])[CH3:13])=[O:9])[C:4](=[O:15])[CH2:3]1)(=[O:26])=[O:25]. The yield is 0.660. (10) The reactants are [Cl:1][C:2]1[CH:7]=[CH:6][N:5]=[C:4]([CH2:8][C:9]([C:11]2[CH:16]=[CH:15][C:14]([F:17])=[CH:13][CH:12]=2)=O)[CH:3]=1.Cl.[NH2:19][OH:20].[OH-].[Na+]. The catalyst is CO. The product is [Cl:1][C:2]1[CH:7]=[CH:6][N:5]=[C:4]([CH2:8][C:9]([C:11]2[CH:16]=[CH:15][C:14]([F:17])=[CH:13][CH:12]=2)=[N:19][OH:20])[CH:3]=1. The yield is 0.840.